Dataset: Full USPTO retrosynthesis dataset with 1.9M reactions from patents (1976-2016). Task: Predict the reactants needed to synthesize the given product. (1) Given the product [F:13][C:11]1[CH:12]=[C:4]2[C:5](=[CH:9][C:10]=1[O:14][CH2:15][CH2:16][O:17][CH3:18])[C:6](=[O:7])[NH:2][C:1]([NH:19][C:20]1[CH:24]=[C:23]([CH3:25])[NH:22][N:21]=1)=[CH:3]2, predict the reactants needed to synthesize it. The reactants are: [C:1]([CH2:3][C:4]1[CH:12]=[C:11]([F:13])[C:10]([O:14][CH2:15][CH2:16][O:17][CH3:18])=[CH:9][C:5]=1[C:6](O)=[O:7])#[N:2].[NH2:19][C:20]1[CH:24]=[C:23]([CH3:25])[NH:22][N:21]=1. (2) Given the product [CH2:3]([O:5][C:6]([C:8]1[CH:9]=[CH:10][C:11]([C:14]([OH:16])=[O:15])=[N:12][CH:13]=1)=[CH2:7])[CH3:4], predict the reactants needed to synthesize it. The reactants are: [OH-].[Na+].[CH2:3]([O:5][C:6]([C:8]1[CH:9]=[CH:10][C:11]([C:14]([O:16]CC)=[O:15])=[N:12][CH:13]=1)=[CH2:7])[CH3:4].Cl. (3) Given the product [C:12]([C:9]1[CH:10]=[C:11]2[C:6](=[C:7]([O:18][CH2:19][O:20][CH2:21][CH2:22][Si:23]([CH3:24])([CH3:26])[CH3:25])[CH:8]=1)[C:5](=[O:27])[CH2:4][CH2:3][C:2]2([CH3:28])[CH3:1])#[CH:13], predict the reactants needed to synthesize it. The reactants are: [CH3:1][C:2]1([CH3:28])[C:11]2[C:6](=[C:7]([O:18][CH2:19][O:20][CH2:21][CH2:22][Si:23]([CH3:26])([CH3:25])[CH3:24])[CH:8]=[C:9]([C:12]#[C:13][Si](C)(C)C)[CH:10]=2)[C:5](=[O:27])[CH2:4][CH2:3]1.C(=O)([O-])[O-].[K+].[K+].